From a dataset of NCI-60 drug combinations with 297,098 pairs across 59 cell lines. Regression. Given two drug SMILES strings and cell line genomic features, predict the synergy score measuring deviation from expected non-interaction effect. (1) Drug 1: C1=CC(=CC=C1C#N)C(C2=CC=C(C=C2)C#N)N3C=NC=N3. Drug 2: C1CN1C2=NC(=NC(=N2)N3CC3)N4CC4. Cell line: SK-OV-3. Synergy scores: CSS=14.3, Synergy_ZIP=3.91, Synergy_Bliss=4.88, Synergy_Loewe=-1.75, Synergy_HSA=1.59. (2) Drug 1: CN(C(=O)NC(C=O)C(C(C(CO)O)O)O)N=O. Drug 2: COC1=C2C(=CC3=C1OC=C3)C=CC(=O)O2. Cell line: TK-10. Synergy scores: CSS=4.92, Synergy_ZIP=-1.84, Synergy_Bliss=0.858, Synergy_Loewe=0.922, Synergy_HSA=1.02. (3) Drug 1: CC=C1C(=O)NC(C(=O)OC2CC(=O)NC(C(=O)NC(CSSCCC=C2)C(=O)N1)C(C)C)C(C)C. Drug 2: CC1CCC2CC(C(=CC=CC=CC(CC(C(=O)C(C(C(=CC(C(=O)CC(OC(=O)C3CCCCN3C(=O)C(=O)C1(O2)O)C(C)CC4CCC(C(C4)OC)OCCO)C)C)O)OC)C)C)C)OC. Cell line: EKVX. Synergy scores: CSS=7.21, Synergy_ZIP=2.45, Synergy_Bliss=3.40, Synergy_Loewe=-2.55, Synergy_HSA=0.887. (4) Drug 1: CN(C)C1=NC(=NC(=N1)N(C)C)N(C)C. Drug 2: CC1CCC2CC(C(=CC=CC=CC(CC(C(=O)C(C(C(=CC(C(=O)CC(OC(=O)C3CCCCN3C(=O)C(=O)C1(O2)O)C(C)CC4CCC(C(C4)OC)OCCO)C)C)O)OC)C)C)C)OC. Cell line: UO-31. Synergy scores: CSS=14.8, Synergy_ZIP=-0.712, Synergy_Bliss=1.52, Synergy_Loewe=-12.1, Synergy_HSA=0.119. (5) Drug 1: CCCS(=O)(=O)NC1=C(C(=C(C=C1)F)C(=O)C2=CNC3=C2C=C(C=N3)C4=CC=C(C=C4)Cl)F. Drug 2: CCCCC(=O)OCC(=O)C1(CC(C2=C(C1)C(=C3C(=C2O)C(=O)C4=C(C3=O)C=CC=C4OC)O)OC5CC(C(C(O5)C)O)NC(=O)C(F)(F)F)O. Cell line: MDA-MB-435. Synergy scores: CSS=32.4, Synergy_ZIP=3.88, Synergy_Bliss=6.65, Synergy_Loewe=3.62, Synergy_HSA=5.00. (6) Drug 1: CS(=O)(=O)C1=CC(=C(C=C1)C(=O)NC2=CC(=C(C=C2)Cl)C3=CC=CC=N3)Cl. Synergy scores: CSS=3.70, Synergy_ZIP=0.605, Synergy_Bliss=6.43, Synergy_Loewe=1.80, Synergy_HSA=3.90. Cell line: UACC-257. Drug 2: CC1CCC2CC(C(=CC=CC=CC(CC(C(=O)C(C(C(=CC(C(=O)CC(OC(=O)C3CCCCN3C(=O)C(=O)C1(O2)O)C(C)CC4CCC(C(C4)OC)O)C)C)O)OC)C)C)C)OC.